From a dataset of Catalyst prediction with 721,799 reactions and 888 catalyst types from USPTO. Predict which catalyst facilitates the given reaction. Reactant: C(N1[CH:12]=[CH:11]N=C1)(N1C=CN=C1)=O.[CH3:13][N:14]1[CH:18]=[C:17]([C:19]([OH:21])=[O:20])[CH:16]=[C:15]1[C:22]([OH:24])=[O:23].[CH2:25](O)[C:26]1[CH:34]=[CH:33][C:32]2[O:31][CH2:30][O:29][C:28]=2[CH:27]=1.Cl. Product: [O:31]1[C:32]2[CH:33]=[CH:34][C:26]([CH:25]([O:23][C:22]([C:15]3[N:14]([CH3:13])[CH:18]=[C:17]([C:19]([OH:21])=[O:20])[CH:16]=3)=[O:24])[C:12]3[CH:11]=[CH:27][C:28]4[O:29][CH2:30][O:31][C:32]=4[CH:33]=3)=[CH:27][C:28]=2[O:29][CH2:30]1. The catalyst class is: 35.